From a dataset of Catalyst prediction with 721,799 reactions and 888 catalyst types from USPTO. Predict which catalyst facilitates the given reaction. (1) Reactant: O/[CH:2]=[C:3]1\[C:4](=[O:13])[NH:5][C:6]2[C:11]\1=[CH:10][C:9]([Cl:12])=[CH:8][CH:7]=2.O/C=C1\C(=O)NC2C\1=CC=CC=2.NC1C=CNN=1.[NH2:32][C:33]1[CH:37]=[C:36]([C:38]2[O:39][CH:40]=[CH:41][CH:42]=2)[NH:35][N:34]=1. Product: [O:39]1[CH:40]=[CH:41][CH:42]=[C:38]1[C:36]1[NH:35][N:34]=[C:33]([NH:32][CH:2]=[C:3]2[C:11]3[C:6](=[CH:7][CH:8]=[C:9]([Cl:12])[CH:10]=3)[NH:5][C:4]2=[O:13])[CH:37]=1. The catalyst class is: 7. (2) Reactant: [CH3:1][O:2][C:3]1[CH:34]=[CH:33][CH:32]=[CH:31][C:4]=1[O:5][C:6]1[CH:7]=[C:8]([CH:28]=[CH:29][CH:30]=1)[CH2:9][N:10]1[CH2:27][CH2:26][C:13]2([CH2:18][CH2:17][N:16](C(OC(C)(C)C)=O)[CH2:15][CH2:14]2)[CH2:12][CH2:11]1.[ClH:35]. Product: [ClH:35].[ClH:35].[CH3:1][O:2][C:3]1[CH:34]=[CH:33][CH:32]=[CH:31][C:4]=1[O:5][C:6]1[CH:7]=[C:8]([CH:28]=[CH:29][CH:30]=1)[CH2:9][N:10]1[CH2:27][CH2:26][C:13]2([CH2:14][CH2:15][NH:16][CH2:17][CH2:18]2)[CH2:12][CH2:11]1. The catalyst class is: 1. (3) Reactant: C([O:3][C:4](=O)[CH2:5][N:6]1[CH:11]=[CH:10][CH:9]=[C:8]([O:12][CH3:13])[C:7]1=[O:14])C.O.[NH2:17][NH2:18]. Product: [CH3:13][O:12][C:8]1[C:7](=[O:14])[N:6]([CH2:5][C:4]([NH:17][NH2:18])=[O:3])[CH:11]=[CH:10][CH:9]=1. The catalyst class is: 8. (4) Reactant: [CH2:1]([N:3]([CH2:11][CH2:12][N:13]1[CH2:18][CH2:17][O:16][C:15]2[CH:19]=[C:20]([N+:23]([O-])=O)[CH:21]=[CH:22][C:14]1=2)[C:4](=[O:10])[O:5][C:6]([CH3:9])([CH3:8])[CH3:7])[CH3:2].I.[S:27]1[CH:31]=[CH:30][CH:29]=[C:28]1[C:32](SC)=[NH:33]. Product: [CH2:1]([N:3]([CH2:11][CH2:12][N:13]1[CH2:18][CH2:17][O:16][C:15]2[CH:19]=[C:20]([NH:23][C:32]([C:28]3[S:27][CH:31]=[CH:30][CH:29]=3)=[NH:33])[CH:21]=[CH:22][C:14]1=2)[C:4](=[O:10])[O:5][C:6]([CH3:9])([CH3:8])[CH3:7])[CH3:2]. The catalyst class is: 50. (5) Reactant: C(N(CCC)[C:5]1[CH:10]=[CH:9][C:8]([NH:11][C:12](=[O:27])[C:13]2[CH:18]=[CH:17][C:16]([CH2:19][NH:20][CH2:21][C:22]3[NH:23][CH:24]=[CH:25][N:26]=3)=[CH:15][CH:14]=2)=[CH:7][CH:6]=1)CC.[CH:31]1[C:40]2[C:35](=[CH:36][CH:37]=[CH:38][CH:39]=2)[CH:34]=[C:33]([CH:41]=O)[N:32]=1.[C:43]([BH3-])#[N:44].[Na+].[OH-].[Na+]. The catalyst class is: 130. Product: [CH2:6]([N:44]([CH2:43][C:5]1[CH:6]=[CH:7][C:8]([NH:11][C:12](=[O:27])[C:13]2[CH:14]=[CH:15][C:16]([CH2:19][N:20]([CH2:21][C:22]3[NH:26][CH:25]=[CH:24][N:23]=3)[CH2:41][C:33]3[N:32]=[CH:31][C:40]4[C:35]([CH:34]=3)=[CH:36][CH:37]=[CH:38][CH:39]=4)=[CH:17][CH:18]=2)=[CH:9][CH:10]=1)[CH2:7][CH2:8][CH3:9])[CH2:5][CH3:10].